Regression/Classification. Given a drug SMILES string, predict its absorption, distribution, metabolism, or excretion properties. Task type varies by dataset: regression for continuous measurements (e.g., permeability, clearance, half-life) or binary classification for categorical outcomes (e.g., BBB penetration, CYP inhibition). Dataset: cyp2c19_veith. From a dataset of CYP2C19 inhibition data for predicting drug metabolism from PubChem BioAssay. (1) The compound is COc1ccc(C2C(C(C)=O)=C(O)C(=O)N2CCCn2ccnc2)cc1. The result is 1 (inhibitor). (2) The molecule is CC1CSc2nc3sc4c(c3c(=O)n21)CCCC4. The result is 1 (inhibitor). (3) The compound is C/C(CC(=O)NCc1ccco1)=N\NC(=O)Cc1ccccc1. The result is 0 (non-inhibitor). (4) The drug is C/C(=C\c1ccc(Cl)cc1)C(C)(C)C(=O)O. The result is 0 (non-inhibitor). (5) The drug is COCCn1c(=O)c(-c2ccc(F)cc2)nc2cncnc21. The result is 0 (non-inhibitor). (6) The compound is NC(N)=N/N=C(/c1ccccc1)c1ccc(O)cc1O. The result is 0 (non-inhibitor). (7) The drug is CN(C)C(=O)N1CCCC(C(=O)NCCc2ccccc2)C1. The result is 0 (non-inhibitor).